From a dataset of Reaction yield outcomes from USPTO patents with 853,638 reactions. Predict the reaction yield, written as a fraction of the theoretical maximum amount of product (1.0 means a 100% yield; for example, 0.34 means a 34% yield). (1) The reactants are [CH3:1][CH:2]([CH2:9][CH2:10][CH3:11])[CH:3](O)[CH2:4][N+:5]([O-:7])=[O:6].S(Cl)(C)(=O)=O.C(N(CC)CC)C.O. The catalyst is ClCCl. The product is [CH3:1][CH:2]([CH2:9][CH2:10][CH3:11])[CH:3]=[CH:4][N+:5]([O-:7])=[O:6]. The yield is 0.814. (2) The reactants are [F:1][C:2]1[CH:7]=[C:6]([F:8])[CH:5]=[CH:4][C:3]=1[C:9]1[N:10]([S:19]([C:22]2[CH:27]=[CH:26][CH:25]=[C:24]([F:28])[CH:23]=2)(=[O:21])=[O:20])[CH:11]=[C:12]2[CH:16]([NH:17][CH3:18])[CH2:15][CH2:14][C:13]=12.[C:29](=[O:49])(OC1C=CC([N+]([O-])=O)=CC=1)[O:30][CH2:31][C:32]1[O:33][C:34](=[O:38])[O:35][C:36]=1[CH3:37].O. The catalyst is CN(C)C=O. The product is [F:1][C:2]1[CH:7]=[C:6]([F:8])[CH:5]=[CH:4][C:3]=1[C:9]1[N:10]([S:19]([C:22]2[CH:27]=[CH:26][CH:25]=[C:24]([F:28])[CH:23]=2)(=[O:21])=[O:20])[CH:11]=[C:12]2[CH:16]([N:17]([CH3:18])[C:29](=[O:49])[O:30][CH2:31][C:32]3[O:33][C:34](=[O:38])[O:35][C:36]=3[CH3:37])[CH2:15][CH2:14][C:13]=12. The yield is 0.240. (3) The reactants are [C:1]([N:4]1[C:13]2[C:8](=[CH:9][C:10]([C:14]#[CH:15])=[CH:11][CH:12]=2)[C@H:7]([NH:16][C:17](=[O:22])[O:18][CH:19]([CH3:21])[CH3:20])[CH2:6][C@@H:5]1[CH3:23])(=[O:3])[CH3:2].CO.[N:26]([CH2:29][C:30]([O:32][CH3:33])=[O:31])=[N+:27]=[N-:28]. The catalyst is CN(C)C=O.[Cu]I. The product is [C:1]([N:4]1[C:13]2[C:8](=[CH:9][C:10]([C:14]3[N:28]=[N:27][N:26]([CH2:29][C:30]([O:32][CH3:33])=[O:31])[CH:15]=3)=[CH:11][CH:12]=2)[C@H:7]([NH:16][C:17]([O:18][CH:19]([CH3:20])[CH3:21])=[O:22])[CH2:6][C@@H:5]1[CH3:23])(=[O:3])[CH3:2]. The yield is 0.960. (4) The reactants are [C:1]([C:3]1[CH:4]=[C:5]([CH:10]=[CH:11][CH:12]=1)[C:6]([NH:8][NH2:9])=[O:7])#[N:2].C1COCC1.[Cl:18][CH2:19][C:20](Cl)=[O:21]. The catalyst is CN(C=O)C. The product is [Cl:18][CH2:19][C:20]([NH:9][NH:8][C:6](=[O:7])[C:5]1[CH:10]=[CH:11][CH:12]=[C:3]([C:1]#[N:2])[CH:4]=1)=[O:21]. The yield is 0.690. (5) The reactants are O=[C:2]1[C:7]([C:8]([O:10][CH3:11])=[O:9])=[CH:6][CH:5]=[CH:4][O:3]1.[NH2:12][C:13]1[CH:14]=[N:15][CH:16]=[CH:17][CH:18]=1.CCN=C=NCCCN(C)C.Cl. The catalyst is CN(C=O)C.CN(C1C=CN=CC=1)C. The product is [O:3]=[C:2]1[C:7]([C:8]([O:10][CH3:11])=[O:9])=[CH:6][CH:5]=[CH:4][N:12]1[C:13]1[CH:14]=[N:15][CH:16]=[CH:17][CH:18]=1. The yield is 0.950. (6) The reactants are [CH3:1][O:2][C:3]1[CH:4]=[CH:5][C:6]([CH:9]=[O:10])=[N:7][CH:8]=1.[BH4-].[Na+]. The catalyst is CO. The product is [CH3:1][O:2][C:3]1[CH:4]=[CH:5][C:6]([CH2:9][OH:10])=[N:7][CH:8]=1. The yield is 0.900.